From a dataset of Reaction yield outcomes from USPTO patents with 853,638 reactions. Predict the reaction yield, written as a fraction of the theoretical maximum amount of product (1.0 means a 100% yield; for example, 0.34 means a 34% yield). (1) The reactants are [C:1](O)(=O)[CH3:2].[OH:5][N:6]1[C:11]([CH3:13])([CH3:12])[CH2:10][CH:9]([O:14][C:15](=[O:22])[C:16]2[CH:21]=[CH:20][CH:19]=[CH:18][CH:17]=2)[CH2:8][C:7]1([CH3:24])[CH3:23].CO.OO.O. The catalyst is C1CCCCC1. The product is [CH:2]1([O:5][N:6]2[C:11]([CH3:13])([CH3:12])[CH2:10][CH:9]([O:14][C:15](=[O:22])[C:16]3[CH:21]=[CH:20][CH:19]=[CH:18][CH:17]=3)[CH2:8][C:7]2([CH3:24])[CH3:23])[CH2:1][CH2:9][CH2:8][CH2:7][CH2:23]1. The yield is 0.400. (2) The reactants are [F:1][C:2]1[CH:7]=[C:6]([OH:8])[CH:5]=[CH:4][C:3]=1[C:9](=[O:11])[CH3:10].[Br:12]Br. The catalyst is O1CCOCC1. The product is [Br:12][CH2:10][C:9]([C:3]1[CH:4]=[CH:5][C:6]([OH:8])=[CH:7][C:2]=1[F:1])=[O:11]. The yield is 0.620. (3) The reactants are [C:1]([C:3]1[C:4]2[S:25][C:24](Br)=[CH:23][C:5]=2[C:6]([NH:9][C@H:10]2[CH2:15][CH2:14][CH2:13][N:12]([C:16]([O:18][C:19]([CH3:22])([CH3:21])[CH3:20])=[O:17])[CH2:11]2)=[N:7][CH:8]=1)#[N:2].[C:27]1(B(O)O)[CH:32]=[CH:31][CH:30]=[CH:29][CH:28]=1.C(=O)([O-])[O-].[Cs+].[Cs+].O1CCOCC1. The catalyst is O. The product is [C:1]([C:3]1[C:4]2[S:25][C:24]([C:27]3[CH:32]=[CH:31][CH:30]=[CH:29][CH:28]=3)=[CH:23][C:5]=2[C:6]([NH:9][C@H:10]2[CH2:15][CH2:14][CH2:13][N:12]([C:16]([O:18][C:19]([CH3:22])([CH3:21])[CH3:20])=[O:17])[CH2:11]2)=[N:7][CH:8]=1)#[N:2]. The yield is 0.780.